Dataset: Full USPTO retrosynthesis dataset with 1.9M reactions from patents (1976-2016). Task: Predict the reactants needed to synthesize the given product. (1) Given the product [Cl:38][CH2:9][C:10]1[CH:11]=[N:12][N:13]([C:15]([C:28]2[CH:33]=[CH:32][CH:31]=[CH:30][CH:29]=2)([C:22]2[CH:27]=[CH:26][CH:25]=[CH:24][CH:23]=2)[C:16]2[CH:21]=[CH:20][CH:19]=[CH:18][CH:17]=2)[CH:14]=1, predict the reactants needed to synthesize it. The reactants are: C(N(CC)CC)C.O[CH2:9][C:10]1[CH:11]=[N:12][N:13]([C:15]([C:28]2[CH:33]=[CH:32][CH:31]=[CH:30][CH:29]=2)([C:22]2[CH:27]=[CH:26][CH:25]=[CH:24][CH:23]=2)[C:16]2[CH:21]=[CH:20][CH:19]=[CH:18][CH:17]=2)[CH:14]=1.CS([Cl:38])(=O)=O.O. (2) Given the product [CH3:40][O:39][C:36]1[CH:37]=[CH:38][C:33]2[N:32]([CH3:41])[C:31](=[O:42])[N:30]([CH2:29][C@H:26]3[CH2:27][CH2:28][C@H:23]([C:21]([N:18]4[CH2:17][CH2:16][NH:15][CH2:20][CH2:19]4)=[O:22])[CH2:24][CH2:25]3)[C:34]=2[CH:35]=1, predict the reactants needed to synthesize it. The reactants are: FC(F)(F)C(O)=O.C(OC([N:15]1[CH2:20][CH2:19][N:18]([C:21]([C@H:23]2[CH2:28][CH2:27][C@H:26]([CH2:29][N:30]3[C:34]4[CH:35]=[C:36]([O:39][CH3:40])[CH:37]=[CH:38][C:33]=4[N:32]([CH3:41])[C:31]3=[O:42])[CH2:25][CH2:24]2)=[O:22])[CH2:17][CH2:16]1)=O)(C)(C)C.